This data is from Reaction yield outcomes from USPTO patents with 853,638 reactions. The task is: Predict the reaction yield, written as a fraction of the theoretical maximum amount of product (1.0 means a 100% yield; for example, 0.34 means a 34% yield). (1) The reactants are ClC1C(C(=O)N(CCCC)CCCC)=NN(C2C=CC(C(NS(C3C=C4C(C=CC(C(O)=O)=C4)=CC=3)(=O)=O)=O)=CC=2C(N2CCC3C(=CC=CC=3)C2)=O)C=1C.[CH2:56]([N:60]([CH2:109][C:110]1[CH:115]=[CH:114][C:113]([Cl:116])=[C:112]([Cl:117])[CH:111]=1)[C:61]([C:63]1[C:67]([Cl:68])=[C:66]([CH3:69])[N:65]([C:70]2[CH:96]=[CH:95][C:73]([C:74]([NH:76][S:77]([C:80]3[CH:89]=[C:88]4[C:83]([CH:84]=[CH:85][C:86]([C:90]([O:92]CC)=[O:91])=[CH:87]4)=[CH:82][CH:81]=3)(=[O:79])=[O:78])=[O:75])=[CH:72][C:71]=2[C:97]([N:99]2[CH2:108][CH2:107][C:106]3[C:101](=[CH:102][CH:103]=[CH:104][CH:105]=3)[CH2:100]2)=[O:98])[N:64]=1)=[O:62])[CH2:57][CH2:58][CH3:59]. No catalyst specified. The product is [CH2:56]([N:60]([CH2:109][C:110]1[CH:115]=[CH:114][C:113]([Cl:116])=[C:112]([Cl:117])[CH:111]=1)[C:61]([C:63]1[C:67]([Cl:68])=[C:66]([CH3:69])[N:65]([C:70]2[CH:96]=[CH:95][C:73]([C:74]([NH:76][S:77]([C:80]3[CH:89]=[C:88]4[C:83]([CH:84]=[CH:85][C:86]([C:90]([OH:92])=[O:91])=[CH:87]4)=[CH:82][CH:81]=3)(=[O:79])=[O:78])=[O:75])=[CH:72][C:71]=2[C:97]([N:99]2[CH2:108][CH2:107][C:106]3[C:101](=[CH:102][CH:103]=[CH:104][CH:105]=3)[CH2:100]2)=[O:98])[N:64]=1)=[O:62])[CH2:57][CH2:58][CH3:59]. The yield is 0.830. (2) The reactants are [F:1][C:2]1[CH:7]=[C:6]([N+:8]([O-:10])=[O:9])[CH:5]=[CH:4][C:3]=1[N:11]1[CH2:15][CH:14]2[CH2:16][CH:17]([OH:19])[CH2:18][CH:13]2[CH2:12]1.C(N(CC)CC)C. The catalyst is C(Cl)Cl. The product is [F:1][C:2]1[CH:7]=[C:6]([N+:8]([O-:10])=[O:9])[CH:5]=[CH:4][C:3]=1[N:11]1[CH2:15][CH:14]2[CH2:16][C:17](=[O:19])[CH2:18][CH:13]2[CH2:12]1. The yield is 0.950.